From a dataset of Full USPTO retrosynthesis dataset with 1.9M reactions from patents (1976-2016). Predict the reactants needed to synthesize the given product. Given the product [CH:1]1([O:4][CH2:5][CH:6]2[CH2:7][CH2:8][NH:9][CH2:10][CH2:11]2)[CH2:3][CH2:2]1, predict the reactants needed to synthesize it. The reactants are: [CH:1]1([O:4][CH2:5][CH:6]2[CH2:11][CH2:10][N:9](C(OC(C)(C)C)=O)[CH2:8][CH2:7]2)[CH2:3][CH2:2]1.FC(F)(F)C(O)=O.